Dataset: Catalyst prediction with 721,799 reactions and 888 catalyst types from USPTO. Task: Predict which catalyst facilitates the given reaction. (1) Reactant: I[C:2]1[C:7]([O:8][CH3:9])=[C:6]([O:10][CH3:11])[C:5]([O:12][CH3:13])=[CH:4][C:3]=1[P:14](=[O:27])([C:21]1[CH:26]=[CH:25][CH:24]=[CH:23][CH:22]=1)[C:15]1[CH:20]=[CH:19][CH:18]=[CH:17][CH:16]=1.[C:28]1(B(O)O)[CH:33]=[CH:32][CH:31]=[CH:30][CH:29]=1. Product: [C:28]1([C:2]2[C:7]([O:8][CH3:9])=[C:6]([O:10][CH3:11])[C:5]([O:12][CH3:13])=[CH:4][C:3]=2[P:14](=[O:27])([C:21]2[CH:26]=[CH:25][CH:24]=[CH:23][CH:22]=2)[C:15]2[CH:20]=[CH:19][CH:18]=[CH:17][CH:16]=2)[CH:33]=[CH:32][CH:31]=[CH:30][CH:29]=1. The catalyst class is: 73. (2) Reactant: [NH2:1][CH2:2][C:3]1[C:4]([F:22])=[C:5]([O:10][C:11]2[CH:12]=[C:13]([CH:16]=[C:17]([C:19]([CH3:21])=[CH2:20])[CH:18]=2)[C:14]#[N:15])[C:6]([Cl:9])=[CH:7][CH:8]=1. Product: [NH2:1][CH2:2][C:3]1[C:4]([F:22])=[C:5]([O:10][C:11]2[CH:12]=[C:13]([CH:16]=[C:17]([CH:19]([CH3:20])[CH3:21])[CH:18]=2)[C:14]#[N:15])[C:6]([Cl:9])=[CH:7][CH:8]=1. The catalyst class is: 865. (3) Reactant: [CH3:1][C:2]1[CH:3]=[C:4]([C:19]2[CH:20]=[N:21][C:22]([NH:25][C:26]3([C:29](O)=[O:30])[CH2:28][CH2:27]3)=[N:23][CH:24]=2)[CH:5]=[C:6]([NH:8][C:9]2[N:14]=[C:13]([C:15]([F:18])([F:17])[F:16])[CH:12]=[CH:11][N:10]=2)[CH:7]=1.[Cl-].[NH4+].C(Cl)CCl.C1C=CC2N(O)N=[N:44]C=2C=1.C(N(CC)C(C)C)(C)C. Product: [CH3:1][C:2]1[CH:3]=[C:4]([C:19]2[CH:24]=[N:23][C:22]([NH:25][C:26]3([C:29]([NH2:44])=[O:30])[CH2:28][CH2:27]3)=[N:21][CH:20]=2)[CH:5]=[C:6]([NH:8][C:9]2[N:14]=[C:13]([C:15]([F:18])([F:16])[F:17])[CH:12]=[CH:11][N:10]=2)[CH:7]=1. The catalyst class is: 59. (4) Reactant: [C:1]([C:3]1[CH:4]=[CH:5][C:6]2[N:10]=[CH:9][N:8]([C:11]3[N:19]=[C:18]4[C:14]([N:15]([CH2:33][C:34]([O:36]C)=[O:35])[C:16](=[O:32])[N:17]4[C@H:20]4[C:29]5[C:24](=[C:25]([F:31])[CH:26]=[C:27]([F:30])[CH:28]=5)[O:23][CH2:22][CH2:21]4)=[CH:13][N:12]=3)[C:7]=2[CH:38]=1)#[N:2].[OH-].[Li+]. Product: [C:1]([C:3]1[CH:4]=[CH:5][C:6]2[N:10]=[CH:9][N:8]([C:11]3[N:19]=[C:18]4[C:14]([N:15]([CH2:33][C:34]([OH:36])=[O:35])[C:16](=[O:32])[N:17]4[C@H:20]4[C:29]5[C:24](=[C:25]([F:31])[CH:26]=[C:27]([F:30])[CH:28]=5)[O:23][CH2:22][CH2:21]4)=[CH:13][N:12]=3)[C:7]=2[CH:38]=1)#[N:2]. The catalyst class is: 200.